This data is from Forward reaction prediction with 1.9M reactions from USPTO patents (1976-2016). The task is: Predict the product of the given reaction. Given the reactants Cl[C:2]1[CH:7]=[C:6]([C:8]2[NH:17][C:11]3[N:12]=[CH:13][NH:14][C:15](=[O:16])[C:10]=3[CH:9]=2)[CH:5]=[CH:4][N:3]=1.CC1(C)C(C)(C)OB(/[CH:26]=[CH:27]/[C:28]2[CH:41]=[CH:40][C:31]([CH2:32][O:33][C:34](=[O:39])[C:35]([CH3:38])([CH3:37])[CH3:36])=[CH:30][CH:29]=2)O1, predict the reaction product. The product is: [O:16]=[C:15]1[NH:14][CH:13]=[N:12][C:11]2[NH:17][C:8]([C:6]3[CH:5]=[CH:4][N:3]=[C:2](/[CH:26]=[CH:27]/[C:28]4[CH:41]=[CH:40][C:31]([CH2:32][O:33][C:34](=[O:39])[C:35]([CH3:36])([CH3:37])[CH3:38])=[CH:30][CH:29]=4)[CH:7]=3)=[CH:9][C:10]1=2.